From a dataset of Full USPTO retrosynthesis dataset with 1.9M reactions from patents (1976-2016). Predict the reactants needed to synthesize the given product. (1) Given the product [F:21][C:3]1([F:2])[O:7][C:6]2[CH:8]=[CH:9][CH:10]=[C:11]([CH:12]3[CH2:15][C:14]4([CH2:16][CH2:17][N:18]([C:29]([NH:30][C:31]5[O:35][N:34]=[C:33]([CH3:36])[C:32]=5[CH3:37])=[O:28])[CH2:19][CH2:20]4)[CH2:13]3)[C:5]=2[O:4]1, predict the reactants needed to synthesize it. The reactants are: Cl.[F:2][C:3]1([F:21])[O:7][C:6]2[CH:8]=[CH:9][CH:10]=[C:11]([CH:12]3[CH2:15][C:14]4([CH2:20][CH2:19][NH:18][CH2:17][CH2:16]4)[CH2:13]3)[C:5]=2[O:4]1.C1([O:28][C:29](=O)[NH:30][C:31]2[O:35][N:34]=[C:33]([CH3:36])[C:32]=2[CH3:37])C=CC=CC=1. (2) Given the product [CH2:15]([O:17][CH2:18][C:19]1[N:20]([CH2:33][CH2:34][NH:35][C:43]([NH:42][C:36]2[CH:41]=[CH:40][CH:39]=[CH:38][CH:37]=2)=[O:44])[C:21]2[C:26]([CH3:27])=[C:25]([CH3:28])[N:24]3[N:29]=[N:30][N:31]=[C:23]3[C:22]=2[N:32]=1)[CH3:16], predict the reactants needed to synthesize it. The reactants are: C(N(CC)CC)C.FC(F)(F)C(O)=O.[CH2:15]([O:17][CH2:18][C:19]1[N:20]([CH2:33][CH2:34][NH2:35])[C:21]2[C:26]([CH3:27])=[C:25]([CH3:28])[N:24]3[N:29]=[N:30][N:31]=[C:23]3[C:22]=2[N:32]=1)[CH3:16].[C:36]1([N:42]=[C:43]=[O:44])[CH:41]=[CH:40][CH:39]=[CH:38][CH:37]=1. (3) Given the product [F:1][C@H:2]1[C@H:6]([CH3:7])[N:5]([S:8]([C:11]2[CH:12]=[CH:13][C:14]([F:17])=[CH:15][CH:16]=2)(=[O:9])=[O:10])[C@H:4]([C:18]([NH:20][CH2:21][C:22]2[C:27]([F:28])=[CH:26][N:25]=[C:24]([CH:29]3[CH2:30][CH2:31][NH:32][CH2:33][CH2:34]3)[CH:23]=2)=[O:19])[CH2:3]1, predict the reactants needed to synthesize it. The reactants are: [F:1][C@H:2]1[C@H:6]([CH3:7])[N:5]([S:8]([C:11]2[CH:16]=[CH:15][C:14]([F:17])=[CH:13][CH:12]=2)(=[O:10])=[O:9])[C@H:4]([C:18]([NH:20][CH2:21][C:22]2[C:27]([F:28])=[CH:26][N:25]=[C:24]([C:29]3[CH2:30][CH2:31][NH:32][CH2:33][CH:34]=3)[CH:23]=2)=[O:19])[CH2:3]1.Cl.[H][H]. (4) Given the product [Cl:1][C:2]1[CH:3]=[C:4]([NH:16][C:17]2[C:26]3[C:21](=[CH:22][CH:23]=[CH:24][C:25]=3[O:27][C@@H:29]([CH3:34])[C:30]([O:32][CH3:33])=[O:31])[N:20]=[CH:19][N:18]=2)[CH:5]=[CH:6][C:7]=1[O:8][CH2:9][C:10]1[CH:15]=[CH:14][CH:13]=[CH:12][N:11]=1, predict the reactants needed to synthesize it. The reactants are: [Cl:1][C:2]1[CH:3]=[C:4]([NH:16][C:17]2[C:26]3[C:25]([OH:27])=[CH:24][CH:23]=[CH:22][C:21]=3[N:20]=[CH:19][N:18]=2)[CH:5]=[CH:6][C:7]=1[O:8][CH2:9][C:10]1[CH:15]=[CH:14][CH:13]=[CH:12][N:11]=1.O[C@H:29]([CH3:34])[C:30]([O:32][CH3:33])=[O:31].